The task is: Predict the product of the given reaction.. This data is from Forward reaction prediction with 1.9M reactions from USPTO patents (1976-2016). Given the reactants [CH3:1][CH:2]1[CH:27]2[O:28][C:26]2([CH3:29])[CH:25]([O:30]C(CC(C)C)=O)[CH2:24][C:22](=[O:23])[N:21]([CH3:37])[C:14]2=[C:15]([Cl:20])[C:16]([O:18][CH3:19])=[CH:17][C:12](=[CH:13]2)[CH2:11][C:10]([CH3:38])=[CH:9][CH:8]=[CH:7][CH:6]([O:39][CH3:40])[C:5]2([OH:45])[NH:41][C:42]([O:44][CH:3]1[CH2:4]2)=[O:43].[Li][Al](OC)OC, predict the reaction product. The product is: [CH3:1][CH:2]1[CH:27]2[O:28][C:26]2([CH3:29])[CH:25]([OH:30])[CH2:24][C:22](=[O:23])[N:21]([CH3:37])[C:14]2=[C:15]([Cl:20])[C:16]([O:18][CH3:19])=[CH:17][C:12](=[CH:13]2)[CH2:11][C:10]([CH3:38])=[CH:9][CH:8]=[CH:7][CH:6]([O:39][CH3:40])[C:5]2([OH:45])[NH:41][C:42]([O:44][CH:3]1[CH2:4]2)=[O:43].